Dataset: Catalyst prediction with 721,799 reactions and 888 catalyst types from USPTO. Task: Predict which catalyst facilitates the given reaction. Reactant: Cl.[NH2:2][CH2:3][C:4]1[CH:5]=[CH:6][C:7]([C:10]([O:12][CH3:13])=[O:11])=[N:8][CH:9]=1.C(N(CC)CC)C.[Cl:21][C:22]1[CH:23]=[C:24]([S:29](Cl)(=[O:31])=[O:30])[CH:25]=[CH:26][C:27]=1[F:28]. Product: [Cl:21][C:22]1[CH:23]=[C:24]([S:29]([NH:2][CH2:3][C:4]2[CH:5]=[CH:6][C:7]([C:10]([O:12][CH3:13])=[O:11])=[N:8][CH:9]=2)(=[O:30])=[O:31])[CH:25]=[CH:26][C:27]=1[F:28]. The catalyst class is: 46.